This data is from NCI-60 drug combinations with 297,098 pairs across 59 cell lines. The task is: Regression. Given two drug SMILES strings and cell line genomic features, predict the synergy score measuring deviation from expected non-interaction effect. Drug 1: CC12CCC3C(C1CCC2=O)CC(=C)C4=CC(=O)C=CC34C. Drug 2: CC1C(C(CC(O1)OC2CC(OC(C2O)C)OC3=CC4=CC5=C(C(=O)C(C(C5)C(C(=O)C(C(C)O)O)OC)OC6CC(C(C(O6)C)O)OC7CC(C(C(O7)C)O)OC8CC(C(C(O8)C)O)(C)O)C(=C4C(=C3C)O)O)O)O. Cell line: OVCAR-4. Synergy scores: CSS=24.7, Synergy_ZIP=4.54, Synergy_Bliss=0.518, Synergy_Loewe=-23.0, Synergy_HSA=0.521.